This data is from Clinical trial toxicity outcomes and FDA approval status for drugs. The task is: Regression/Classification. Given a drug SMILES string, predict its toxicity properties. Task type varies by dataset: regression for continuous values (e.g., LD50, hERG inhibition percentage) or binary classification for toxic/non-toxic outcomes (e.g., AMES mutagenicity, cardiotoxicity, hepatotoxicity). Dataset: clintox. (1) The compound is CC[NH+](CC)CCNC(=O)c1cc(Cl)c(N)cc1OC. The result is 0 (passed clinical trial). (2) The molecule is FC(F)OC(F)(F)C(F)Cl. The result is 0 (passed clinical trial). (3) The drug is C#C[C@]1(O)CC[C@H]2[C@@H]3CCc4cc(O)ccc4[C@H]3CC[C@@]21C. The result is 0 (passed clinical trial). (4) The molecule is Cc1nnc(C(=O)NC(C)(C)c2nc(C(=O)NCc3ccc(F)cc3)c([O-])c(=O)n2C)o1. The result is 0 (passed clinical trial). (5) The compound is Cc1cc(C2CCCCC2)n([O-])c(=O)c1. The result is 0 (passed clinical trial). (6) The drug is CCCCCCCCCCCCCCCCCCCCCCO. The result is 0 (passed clinical trial). (7) The compound is Cc1nc(Nc2ncc(C(=O)Nc3c(C)cccc3Cl)s2)cc(N2CCN(CCO)CC2)n1. The result is 1 (failed clinical trial for toxicity).